This data is from Peptide-MHC class I binding affinity with 185,985 pairs from IEDB/IMGT. The task is: Regression. Given a peptide amino acid sequence and an MHC pseudo amino acid sequence, predict their binding affinity value. This is MHC class I binding data. (1) The peptide sequence is TIAHINTLI. The MHC is HLA-A31:01 with pseudo-sequence HLA-A31:01. The binding affinity (normalized) is 0.186. (2) The peptide sequence is SSSLDQTHIK. The MHC is HLA-A03:01 with pseudo-sequence HLA-A03:01. The binding affinity (normalized) is 0.584. (3) The peptide sequence is YMGLVKKAK. The MHC is HLA-B46:01 with pseudo-sequence HLA-B46:01. The binding affinity (normalized) is 0.0847. (4) The peptide sequence is EILRNYLRL. The MHC is HLA-A68:02 with pseudo-sequence HLA-A68:02. The binding affinity (normalized) is 0.156.